From a dataset of Forward reaction prediction with 1.9M reactions from USPTO patents (1976-2016). Predict the product of the given reaction. Given the reactants [Cl:1][C:2]1[CH:7]=[C:6]([Cl:8])[CH:5]=[CH:4][C:3]=1[C:9]1[C:10]([O:18][CH2:19][CH2:20][CH3:21])=[N:11][CH:12]=[C:13]([CH:17]=1)[C:14]([OH:16])=O.CN(C(ON1N=NC2C=CC=CC1=2)=[N+](C)C)C.[B-](F)(F)(F)F.[NH2:44][C@@H:45]1[CH2:50][CH2:49][CH2:48][CH2:47][C@H:46]1[OH:51].CCN(C(C)C)C(C)C, predict the reaction product. The product is: [Cl:1][C:2]1[CH:7]=[C:6]([Cl:8])[CH:5]=[CH:4][C:3]=1[C:9]1[C:10]([O:18][CH2:19][CH2:20][CH3:21])=[N:11][CH:12]=[C:13]([CH:17]=1)[C:14]([NH:44][C@@H:45]1[CH2:50][CH2:49][CH2:48][CH2:47][C@H:46]1[OH:51])=[O:16].